Dataset: Reaction yield outcomes from USPTO patents with 853,638 reactions. Task: Predict the reaction yield, written as a fraction of the theoretical maximum amount of product (1.0 means a 100% yield; for example, 0.34 means a 34% yield). (1) The reactants are [CH:1]1([CH2:4][N:5]([C@H:13]2[CH2:18][CH2:17][C@H:16]([OH:19])[CH2:15][CH2:14]2)C(=O)OC(C)(C)C)[CH2:3][CH2:2]1.C(Cl)[Cl:21].Cl. The catalyst is O1CCOCC1. The product is [ClH:21].[CH:1]1([CH2:4][NH:5][C@H:13]2[CH2:18][CH2:17][C@H:16]([OH:19])[CH2:15][CH2:14]2)[CH2:2][CH2:3]1. The yield is 1.00. (2) The reactants are [CH:1]12[O:8][CH:5]([CH2:6][CH2:7]1)[CH2:4][N:3]([C:9]1[CH:14]=[C:13]([N:15]3[CH2:21][CH:20]4[O:22][CH:17]([CH2:18][CH2:19]4)[CH2:16]3)[N:12]=[C:11](O)[N:10]=1)[CH2:2]2.O=P(Cl)(Cl)[Cl:26]. The yield is 0.930. The product is [Cl:26][C:11]1[N:10]=[C:9]([N:3]2[CH2:4][CH:5]3[O:8][CH:1]([CH2:7][CH2:6]3)[CH2:2]2)[CH:14]=[C:13]([N:15]2[CH2:21][CH:20]3[O:22][CH:17]([CH2:18][CH2:19]3)[CH2:16]2)[N:12]=1. No catalyst specified. (3) The reactants are Cl[C:2]1[CH:7]=[C:6]([O:8][C:9]2[CH:14]=[CH:13][C:12]([NH:15][C:16]3[CH:21]=[C:20]([C:22]4[CH:27]=[CH:26][CH:25]=[CH:24][CH:23]=4)[N:19]=[C:18]([NH2:28])[N:17]=3)=[CH:11][CH:10]=2)[CH:5]=[CH:4][N:3]=1.[N:29]1([CH2:35][CH2:36][OH:37])[CH2:34][CH2:33][O:32][CH2:31][CH2:30]1.[OH-].[K+].C1OCCOCCOCCOCCOCCOC1. The catalyst is C1(C)C=CC=CC=1.O. The product is [N:29]1([CH2:35][CH2:36][O:37][C:2]2[CH:7]=[C:6]([O:8][C:9]3[CH:14]=[CH:13][C:12]([NH:15][C:16]4[CH:21]=[C:20]([C:22]5[CH:27]=[CH:26][CH:25]=[CH:24][CH:23]=5)[N:19]=[C:18]([NH2:28])[N:17]=4)=[CH:11][CH:10]=3)[CH:5]=[CH:4][N:3]=2)[CH2:34][CH2:33][O:32][CH2:31][CH2:30]1. The yield is 0.150. (4) The reactants are Cl.Cl.[NH:3]1[CH2:6][CH:5]([C:7]2[C:8]([O:28][CH3:29])=[C:9]([CH:15]([N:17]3[C:21]4=[N:22][CH:23]=[N:24][C:25]([NH2:26])=[C:20]4[C:19]([CH3:27])=[N:18]3)[CH3:16])[CH:10]=[C:11]([Cl:14])[C:12]=2[CH3:13])[CH2:4]1.C(N(CC)CC)C.Br[C@@H:38]([CH3:43])[C:39]([O:41][CH3:42])=[O:40]. The catalyst is C(#N)C. The product is [NH2:26][C:25]1[N:24]=[CH:23][N:22]=[C:21]2[N:17]([CH:15]([C:9]3[C:8]([O:28][CH3:29])=[C:7]([CH:5]4[CH2:4][N:3]([C@H:38]([CH3:43])[C:39]([O:41][CH3:42])=[O:40])[CH2:6]4)[C:12]([CH3:13])=[C:11]([Cl:14])[CH:10]=3)[CH3:16])[N:18]=[C:19]([CH3:27])[C:20]=12. The yield is 0.280. (5) The reactants are [CH3:1][C:2]1[C:7]([NH:8][C:9]2[N:14]=[CH:13][CH:12]=[CH:11][C:10]=2[C:15]([OH:17])=[O:16])=[CH:6][CH:5]=[CH:4][C:3]=1[C:18]([F:21])([F:20])[F:19].CNC[C@H](O)[C@@H](O)[C@H](O)[C@H](O)CO.CS(C1C=CC([C@@H](O)[C@H](NC(C(Cl)Cl)=O)CF)=CC=1)(=O)=O.N. The catalyst is O. The product is [CH3:1][C:2]1[C:7]([NH:8][C:9]2[N:14]=[CH:13][CH:12]=[CH:11][C:10]=2[C:15]([OH:17])=[O:16])=[CH:6][CH:5]=[CH:4][C:3]=1[C:18]([F:20])([F:19])[F:21]. The yield is 1.00. (6) The reactants are [C:1]([C:4]1[CH:9]=[CH:8][C:7]([S:10](Cl)(=[O:12])=[O:11])=[CH:6][CH:5]=1)(=[O:3])[CH3:2].[NH3:14]. The catalyst is CC(C)=O. The product is [C:1]([C:4]1[CH:9]=[CH:8][C:7]([S:10]([NH2:14])(=[O:12])=[O:11])=[CH:6][CH:5]=1)(=[O:3])[CH3:2]. The yield is 0.930.